The task is: Predict the product of the given reaction.. This data is from Forward reaction prediction with 1.9M reactions from USPTO patents (1976-2016). (1) Given the reactants C[O:2][C:3]1[CH:8]=[CH:7][C:6]([C:9]2[CH:18]=[C:17]3[C:12]([CH:13]=[CH:14][CH:15]=[N:16]3)=[CH:11][N:10]=2)=[CH:5][CH:4]=1.C1(S)C=CC=CC=1.C(=O)([O-])[O-].[K+].[K+], predict the reaction product. The product is: [N:16]1[C:17]2[C:12](=[CH:11][N:10]=[C:9]([C:6]3[CH:7]=[CH:8][C:3]([OH:2])=[CH:4][CH:5]=3)[CH:18]=2)[CH:13]=[CH:14][CH:15]=1. (2) Given the reactants CO.[Br:3][C:4]1[CH:9]=[CH:8][C:7]([O:10][CH:11]([F:13])[F:12])=[C:6]([O:14][CH:15]([CH:22]2[CH2:24][CH2:23]2)[C:16]#[C:17][Si](C)(C)C)[CH:5]=1.C(=O)([O-])[O-].[K+].[K+], predict the reaction product. The product is: [Br:3][C:4]1[CH:9]=[CH:8][C:7]([O:10][CH:11]([F:13])[F:12])=[C:6]([O:14][CH:15]([CH:22]2[CH2:24][CH2:23]2)[C:16]#[CH:17])[CH:5]=1. (3) Given the reactants Cl[CH2:2][C:3]([NH:5][CH:6]([CH3:17])[CH:7]([OH:16])[C:8]1[CH:13]=[CH:12][C:11]([O:14][CH3:15])=[CH:10][CH:9]=1)=[O:4].[OH-].[K+], predict the reaction product. The product is: [CH3:15][O:14][C:11]1[CH:12]=[CH:13][C:8]([CH:7]2[CH:6]([CH3:17])[NH:5][C:3](=[O:4])[CH2:2][O:16]2)=[CH:9][CH:10]=1. (4) Given the reactants [NH2:1][C:2]1[CH:3]=[CH:4][C:5]([Cl:8])=[N:6][CH:7]=1.C([N:16]1[CH2:21][CH2:20][C:19](=O)[CH2:18][CH2:17]1)(OC(C)(C)C)=O.Br[CH2:24][C:25]1[CH:29]=[CH:28][S:27][CH:26]=1, predict the reaction product. The product is: [Cl:8][C:5]1[N:6]=[CH:7][C:2]([N:1]([CH:19]2[CH2:18][CH2:17][NH:16][CH2:21][CH2:20]2)[CH2:24][C:25]2[CH:29]=[CH:28][S:27][CH:26]=2)=[CH:3][CH:4]=1. (5) Given the reactants [Br:1][C:2]1[CH:3]=[C:4]([OH:11])[C:5]2[N:6]([N:8]=[CH:9][CH:10]=2)[CH:7]=1.CS(O[C@H:17]([C@@H:19]1[CH2:23][C:22](=[O:24])[N:21]([C@@H:25]([C:27]2[CH:32]=[CH:31][C:30](OC)=[CH:29][CH:28]=2)[CH3:26])[CH2:20]1)[CH3:18])(=O)=O.C([O-])([O-])=O.[Cs+].[Cs+], predict the reaction product. The product is: [Br:1][C:2]1[CH:3]=[C:4]([O:11][C@@H:17]([C@H:19]2[CH2:20][N:21]([C@@H:25]([C:27]3[CH:28]=[CH:29][CH:30]=[CH:31][CH:32]=3)[CH3:26])[C:22](=[O:24])[CH2:23]2)[CH3:18])[C:5]2[N:6]([N:8]=[CH:9][CH:10]=2)[CH:7]=1. (6) The product is: [Br:12][C:11]1[C:6]([NH:5][C@H:4]([CH3:3])[C:24]([CH3:25])([OH:23])[CH3:16])=[N:7][C:8]([Cl:13])=[N:9][CH:10]=1. Given the reactants CO[C:3](=O)[C@@H:4](C)[NH:5][C:6]1[C:11]([Br:12])=[CH:10][N:9]=[C:8]([Cl:13])[N:7]=1.[CH3:16][Mg]Br.[Cl-].[NH4+].C([O:23][CH2:24][CH3:25])C, predict the reaction product. (7) The product is: [N+:1]([C:4]1[C:13]2[O:12][C@:11]([CH3:19])([CH:14]([O:17][CH3:18])[O:15][CH3:16])[C@@H:10]([OH:20])[C@H:9]([N:28]([C:25]3[CH:26]=[CH:27][C:22]([Cl:21])=[CH:23][CH:24]=3)[CH2:29][C:30]3[N:31]=[N:32][N:33]([CH3:35])[N:34]=3)[C:8]=2[CH:7]=[CH:6][CH:5]=1)([O-:3])=[O:2]. Given the reactants [N+:1]([C:4]1[C:13]2[O:12][C@:11]([CH3:19])([CH:14]([O:17][CH3:18])[O:15][CH3:16])[C@H:10]3[O:20][C@H:9]3[C:8]=2[CH:7]=[CH:6][CH:5]=1)([O-:3])=[O:2].[Cl:21][C:22]1[CH:27]=[CH:26][C:25]([NH:28][CH2:29][C:30]2[N:31]=[N:32][N:33]([CH3:35])[N:34]=2)=[CH:24][CH:23]=1, predict the reaction product. (8) Given the reactants [CH3:1][N:2]([CH3:49])[S:3]([N:6]1[CH:10]=[CH:9][N:8]=[C:7]1[CH2:11][N:12]([CH2:37][C:38]1[N:39]([S:43]([N:46]([CH3:48])[CH3:47])(=[O:45])=[O:44])[CH:40]=[CH:41][N:42]=1)[C:13](=[O:36])[C:14]1[CH:19]=[CH:18][C:17]([CH2:20][NH:21][C@H:22]2[CH2:27][CH2:26][C@H:25]([NH:28][N:29]([CH2:33][CH2:34][CH3:35])[CH2:30][CH2:31][CH3:32])[CH2:24][CH2:23]2)=[CH:16][CH:15]=1)(=[O:5])=[O:4].Cl[C:51]([O:53][CH3:54])=[O:52], predict the reaction product. The product is: [CH3:47][N:46]([CH3:48])[S:43]([N:39]1[CH:40]=[CH:41][N:42]=[C:38]1[CH2:37][N:12]([CH2:11][C:7]1[N:6]([S:3]([N:2]([CH3:1])[CH3:49])(=[O:5])=[O:4])[CH:10]=[CH:9][N:8]=1)[C:13]([C:14]1[CH:19]=[CH:18][C:17]([CH2:20][N:21]([C@H:22]2[CH2:27][CH2:26][C@H:25]([NH:28][N:29]([CH2:30][CH2:31][CH3:32])[CH2:33][CH2:34][CH3:35])[CH2:24][CH2:23]2)[C:51](=[O:52])[O:53][CH3:54])=[CH:16][CH:15]=1)=[O:36])(=[O:45])=[O:44]. (9) The product is: [CH:20]1([O:19][C:18]2[C:13]3[CH:12]=[CH:11][NH:10][C:14]=3[N:15]=[CH:16][N:17]=2)[CH2:21][CH2:22][CH2:23][CH2:24][CH2:25]1. Given the reactants N.[Na].C([N:10]1[C:14]2[N:15]=[CH:16][N:17]=[C:18]([O:19][CH:20]3[CH2:25][CH2:24][CH2:23][CH2:22][CH2:21]3)[C:13]=2[CH:12]=[CH:11]1)C1C=CC=CC=1, predict the reaction product. (10) Given the reactants C1C=CC([C@@H](N)CO)=CC=1.[C:11]([O:15][C:16](=[O:40])[N:17]([CH2:27][CH2:28][C:29](=[O:39])[NH:30]OCC1C=CC=CC=1)[C@H:18]([C:21]1[CH:26]=[CH:25][CH:24]=[CH:23][CH:22]=1)[CH2:19]O)([CH3:14])([CH3:13])[CH3:12].C(OC(N1CCC(=O)N(OCC2C=CC=CC=2)C[C@H]1C1C=CC=CC=1)=O)(C)(C)C, predict the reaction product. The product is: [C:11]([O:15][C:16]([N:17]1[CH2:27][CH2:28][C:29](=[O:39])[NH:30][CH2:19][C@H:18]1[C:21]1[CH:26]=[CH:25][CH:24]=[CH:23][CH:22]=1)=[O:40])([CH3:14])([CH3:13])[CH3:12].